Dataset: Peptide-MHC class I binding affinity with 185,985 pairs from IEDB/IMGT. Task: Regression. Given a peptide amino acid sequence and an MHC pseudo amino acid sequence, predict their binding affinity value. This is MHC class I binding data. (1) The peptide sequence is IVTSLAIKNY. The MHC is HLA-A11:01 with pseudo-sequence HLA-A11:01. The binding affinity (normalized) is 0.635. (2) The peptide sequence is TTTAQGTSMY. The MHC is HLA-A31:01 with pseudo-sequence HLA-A31:01. The binding affinity (normalized) is 0.157. (3) The peptide sequence is GSHNLKSLY. The MHC is Mamu-A02 with pseudo-sequence Mamu-A02. The binding affinity (normalized) is 1.00. (4) The peptide sequence is RPWMLDKYF. The MHC is HLA-B08:01 with pseudo-sequence HLA-B08:01. The binding affinity (normalized) is 0.0847. (5) The peptide sequence is VIMWYNYLF. The MHC is HLA-A02:11 with pseudo-sequence HLA-A02:11. The binding affinity (normalized) is 0.851.